From a dataset of Full USPTO retrosynthesis dataset with 1.9M reactions from patents (1976-2016). Predict the reactants needed to synthesize the given product. (1) Given the product [Cl:32][C:33]1[CH:38]=[C:37]([O:10][C:11]2[CH:16]=[CH:15][C:14]([NH:17][C:18](=[O:19])[CH3:42])=[CH:13][C:12]=2[F:31])[CH:36]=[CH:35][N:34]=1, predict the reactants needed to synthesize it. The reactants are: Cl.C(C1C=NC=CC=1[O:10][C:11]1[CH:16]=[CH:15][C:14]([NH:17][C:18](NC(=O)CC2C=CC(F)=CC=2)=[O:19])=[CH:13][C:12]=1[F:31])C.[Cl:32][C:33]1[CH:38]=[C:37]([N+]([O-])=O)[CH:36]=[CH:35][N:34]=1.[C:42]([O-])([O-])=O.[K+].[K+]. (2) Given the product [Cl:1][C:2]1[CH:7]=[CH:6][C:5]([C@@H:8]2[O:14][CH2:13][CH2:12][N:11]([C:15]([O:17][C:18]([CH3:19])([CH3:20])[CH3:21])=[O:16])[CH2:10][C@H:9]2[CH2:22][N:23]2[CH2:28][CH2:27][CH2:26][N:25]([C:40]#[N:41])[C:24]2=[O:29])=[CH:4][C:3]=1[F:30], predict the reactants needed to synthesize it. The reactants are: [Cl:1][C:2]1[CH:7]=[CH:6][C:5]([C@@H:8]2[O:14][CH2:13][CH2:12][N:11]([C:15]([O:17][C:18]([CH3:21])([CH3:20])[CH3:19])=[O:16])[CH2:10][C@H:9]2[CH2:22][N:23]2[CH2:28][CH2:27][CH2:26][NH:25][C:24]2=[O:29])=[CH:4][C:3]=1[F:30].[H-].[Na+].C1(O[C:40]#[N:41])C=CC=CC=1. (3) Given the product [F:2][C:3]([F:7])([F:6])[CH2:4][CH:19]([OH:20])[CH2:18][C:13]1[CH:14]=[CH:15][CH:16]=[CH:17][C:12]=1[CH3:21], predict the reactants needed to synthesize it. The reactants are: Cl.[F:2][C:3]([F:7])([F:6])[CH2:4]N.N([O-])=O.[Na+].[C:12]1([CH3:21])[CH:17]=[CH:16][CH:15]=[CH:14][C:13]=1[CH2:18][CH:19]=[O:20].C([O-])(O)=O.[Na+]. (4) Given the product [CH3:21][O:22][C:23]1[CH:24]=[CH:25][C:26]([CH2:27][O:28][C:29]2[N:34]=[C:33]([C:35]3[CH:41]=[CH:40][CH:39]=[CH:38][C:36]=3[NH:37][C:2]3[CH:11]=[CH:10][C:9]([N+:12]([O-:14])=[O:13])=[CH:8][C:3]=3[C:4]([O:6][CH3:7])=[O:5])[CH:32]=[C:31]([N:42]3[CH2:43][CH2:44][O:45][CH2:46][CH2:47]3)[CH:30]=2)=[CH:48][CH:49]=1, predict the reactants needed to synthesize it. The reactants are: Br[C:2]1[CH:11]=[CH:10][C:9]([N+:12]([O-:14])=[O:13])=[CH:8][C:3]=1[C:4]([O:6][CH3:7])=[O:5].C(=O)([O-])[O-].[K+].[K+].[CH3:21][O:22][C:23]1[CH:49]=[CH:48][C:26]([CH2:27][O:28][C:29]2[N:34]=[C:33]([C:35]3[CH:41]=[CH:40][CH:39]=[CH:38][C:36]=3[NH2:37])[CH:32]=[C:31]([N:42]3[CH2:47][CH2:46][O:45][CH2:44][CH2:43]3)[CH:30]=2)=[CH:25][CH:24]=1.C(OCC)(=O)C. (5) Given the product [NH2:16][CH:17]1[CH2:22][CH2:21][CH2:20][CH:19]([NH:23][C:9]([O:11][C:12]([CH3:13])([CH3:14])[CH3:15])=[O:10])[CH2:18]1, predict the reactants needed to synthesize it. The reactants are: [C:9](O[C:9]([O:11][C:12]([CH3:15])([CH3:14])[CH3:13])=[O:10])([O:11][C:12]([CH3:15])([CH3:14])[CH3:13])=[O:10].[NH2:16][CH:17]1[CH2:22][CH2:21][CH2:20][CH:19]([NH2:23])[CH2:18]1. (6) The reactants are: [NH2:1][C:2]1[CH:7]=[CH:6][CH:5]=[C:4](Br)[N:3]=1.C([O-])([O-])=O.[Na+].[Na+]. Given the product [N:3]1[C:2]([NH2:1])=[CH:7][CH:6]=[CH:5][C:4]=1[C:7]1[CH:2]=[N:3][CH:4]=[CH:5][CH:6]=1, predict the reactants needed to synthesize it. (7) Given the product [CH:1]([N:14]1[CH2:17][C:16]([Cl:24])([CH3:19])[CH2:15]1)([C:8]1[CH:13]=[CH:12][CH:11]=[CH:10][CH:9]=1)[C:2]1[CH:7]=[CH:6][CH:5]=[CH:4][CH:3]=1, predict the reactants needed to synthesize it. The reactants are: [CH:1]([N:14]1[CH2:17][C:16]([CH3:19])(O)[CH2:15]1)([C:8]1[CH:13]=[CH:12][CH:11]=[CH:10][CH:9]=1)[C:2]1[CH:7]=[CH:6][CH:5]=[CH:4][CH:3]=1.CS([Cl:24])(=O)=O. (8) Given the product [OH:32][CH:20]([CH2:22][N:24]([CH3:23])[S:25]([C:28]([F:31])([F:30])[F:29])(=[O:27])=[O:26])[CH2:19][N:2]([CH3:1])[S:3]([C:6]([F:17])([F:18])[C:7]([F:15])([F:16])[C:8]([F:14])([F:13])[C:9]([F:10])([F:11])[F:12])(=[O:5])=[O:4], predict the reactants needed to synthesize it. The reactants are: [CH3:1][N:2]([CH2:19][CH:20]1[CH2:22]O1)[S:3]([C:6]([F:18])([F:17])[C:7]([F:16])([F:15])[C:8]([F:14])([F:13])[C:9]([F:12])([F:11])[F:10])(=[O:5])=[O:4].[CH3:23][NH:24][S:25]([C:28]([F:31])([F:30])[F:29])(=[O:27])=[O:26].[OH-:32].[Na+].